From a dataset of Full USPTO retrosynthesis dataset with 1.9M reactions from patents (1976-2016). Predict the reactants needed to synthesize the given product. (1) Given the product [Cl:27][C:28]1[S:29][C:3]2[CH:2]=[CH:8][CH:7]=[C:6]([C:9]([F:12])([F:11])[F:10])[C:5]=2[N:32]=1, predict the reactants needed to synthesize it. The reactants are: F[C:2]1[CH:8]=[CH:7][C:6]([C:9]([F:12])([F:11])[F:10])=[CH:5][C:3]=1N.SC1SC2C=CC=C(C(F)(F)F)C=2N=1.[Cl:27][C:28]1[S:29]C2C=CC(Cl)=CC=2[N:32]=1. (2) Given the product [CH2:11]([O:18][C:19]1[N:20]=[CH:21][C:22]([CH2:25][C:26]2[CH:2]=[C:1]([C:3]3[C:4]([NH2:10])=[N:5][C:6]([NH2:9])=[CH:7][CH:8]=3)[O:28][N:27]=2)=[CH:23][CH:24]=1)[C:12]1[CH:13]=[CH:14][CH:15]=[CH:16][CH:17]=1, predict the reactants needed to synthesize it. The reactants are: [C:1]([C:3]1[C:4]([NH2:10])=[N:5][C:6]([NH2:9])=[CH:7][CH:8]=1)#[CH:2].[CH2:11]([O:18][C:19]1[CH:24]=[CH:23][C:22]([CH2:25][C:26](Cl)=[N:27][OH:28])=[CH:21][N:20]=1)[C:12]1[CH:17]=[CH:16][CH:15]=[CH:14][CH:13]=1.C(N(CC)CC)C. (3) Given the product [OH:33][C:14]1([C:11]2[CH:12]=[CH:13][C:8]([O:7][CH2:35][C:36](=[O:38])[CH3:37])=[CH:9][CH:10]=2)[CH2:19][CH2:18][N:17]([C:20]2[CH:21]=[CH:22][C:23]3[N:24]([C:26]([C:29]([F:32])([F:31])[F:30])=[N:27][N:28]=3)[N:25]=2)[CH2:16][CH2:15]1, predict the reactants needed to synthesize it. The reactants are: C(=O)([O-])[O-].[K+].[K+].[OH:7][C:8]1[CH:13]=[CH:12][C:11]([C:14]2([OH:33])[CH2:19][CH2:18][N:17]([C:20]3[CH:21]=[CH:22][C:23]4[N:24]([C:26]([C:29]([F:32])([F:31])[F:30])=[N:27][N:28]=4)[N:25]=3)[CH2:16][CH2:15]2)=[CH:10][CH:9]=1.Cl[CH2:35][C:36](=[O:38])[CH3:37]. (4) Given the product [CH:1]1([C:4]2[N:16]([C:15]([O:19][C:20]([CH3:23])([CH3:22])[CH3:21])=[O:18])[N:17]=[C:6]([C:7]([O:9][CH2:10][CH3:11])=[O:8])[C:5]=2[CH3:13])[CH2:3][CH2:2]1.[CH:1]1([C:4]2[C:5]([CH3:13])=[C:6]([C:7]([O:9][CH2:10][CH3:11])=[O:8])[N:16]([C:15]([O:19][C:20]([CH3:23])([CH3:22])[CH3:21])=[O:18])[N:17]=2)[CH2:3][CH2:2]1, predict the reactants needed to synthesize it. The reactants are: [CH:1]1([C:4](=O)[CH:5]([CH3:13])[C:6](=O)[C:7]([O:9][CH2:10][CH3:11])=[O:8])[CH2:3][CH2:2]1.[C:15]([O:19][C:20]([CH3:23])([CH3:22])[CH3:21])(=[O:18])[NH:16][NH2:17]. (5) Given the product [CH3:19][C:14]1([CH3:20])[C:15]([CH3:18])([CH3:17])[O:16][B:12]([C:2]2[CH:3]=[C:4]([S:8]([NH2:11])(=[O:10])=[O:9])[CH:5]=[N:6][CH:7]=2)[O:13]1, predict the reactants needed to synthesize it. The reactants are: Br[C:2]1[CH:3]=[C:4]([S:8]([NH2:11])(=[O:10])=[O:9])[CH:5]=[N:6][CH:7]=1.[B:12]1([B:12]2[O:16][C:15]([CH3:18])([CH3:17])[C:14]([CH3:20])([CH3:19])[O:13]2)[O:16][C:15]([CH3:18])([CH3:17])[C:14]([CH3:20])([CH3:19])[O:13]1.C([O-])(=O)C.[K+]. (6) Given the product [Br:1][C:2]1[CH:3]=[C:4]2[C:9](=[CH:10][C:11]=1[F:12])[N:8]1[C:14]([CH3:15])=[N:17][N:18]=[C:7]1[CH2:6][CH2:5]2, predict the reactants needed to synthesize it. The reactants are: [Br:1][C:2]1[CH:3]=[C:4]2[C:9](=[CH:10][C:11]=1[F:12])[NH:8][C:7](=S)[CH2:6][CH2:5]2.[C:14]([NH:17][NH2:18])(=O)[CH3:15]. (7) Given the product [C:69]([O:68][C@@H:47]([C:48]1[C:49]([C:61]2[CH:66]=[CH:65][C:64]([Cl:67])=[CH:63][CH:62]=2)=[C:50]2[C:55](=[CH:56][C:57]=1[CH3:58])[N:54]=[C:53]([NH:59][NH2:60])[CH:52]=[CH:51]2)[CH2:46][OH:45])([CH3:72])([CH3:70])[CH3:71], predict the reactants needed to synthesize it. The reactants are: C(OC[C@@H](OC(C)(C)C)C1C(C2C=CC(Cl)=CC=2)=C2C(=CC=1C)N=C(N1CCOCC1)C=C2)(=O)C(C)(C)C.C([O:45][CH2:46][C@@H:47]([O:68][C:69]([CH3:72])([CH3:71])[CH3:70])[C:48]1[C:49]([C:61]2[CH:66]=[CH:65][C:64]([Cl:67])=[CH:63][CH:62]=2)=[C:50]2[C:55](=[CH:56][C:57]=1[CH3:58])[N:54]=[C:53]([NH:59][NH2:60])[CH:52]=[CH:51]2)(=O)C(C)(C)C.